From a dataset of Catalyst prediction with 721,799 reactions and 888 catalyst types from USPTO. Predict which catalyst facilitates the given reaction. (1) Reactant: [F:1][C:2]1[CH:9]=[CH:8][C:5]([CH:6]=O)=[C:4]([S:10][CH3:11])[CH:3]=1.Cl.[CH3:13][O:14][NH2:15].C([O-])(=O)C.[Na+].O. Product: [CH3:13][O:14][N:15]=[CH:6][C:5]1[CH:8]=[CH:9][C:2]([F:1])=[CH:3][C:4]=1[S:10][CH3:11]. The catalyst class is: 332. (2) Reactant: C[O:2][C:3]([C:5]1[CH:10]=[CH:9][C:8]([C:11]2[CH:16]=[CH:15][CH:14]=[CH:13][C:12]=2[F:17])=[CH:7][C:6]=1[NH2:18])=[O:4].[OH-].[Na+]. Product: [NH2:18][C:6]1[CH:7]=[C:8]([C:11]2[CH:16]=[CH:15][CH:14]=[CH:13][C:12]=2[F:17])[CH:9]=[CH:10][C:5]=1[C:3]([OH:4])=[O:2]. The catalyst class is: 1. (3) Reactant: [Cl:1][C:2]1[C:11]([N+:12]([O-:14])=[O:13])=[C:10](Cl)[C:9]2[C:4](=[CH:5][CH:6]=[C:7]([Cl:16])[CH:8]=2)[N:3]=1.[NH3:17]. Product: [Cl:1][C:2]1[C:11]([N+:12]([O-:14])=[O:13])=[C:10]([NH2:17])[C:9]2[C:4](=[CH:5][CH:6]=[C:7]([Cl:16])[CH:8]=2)[N:3]=1. The catalyst class is: 12. (4) Reactant: CCN=C=NCCCN(C)C.C1C=CC2N(O)N=NC=2C=1.[N+:22]([C:25]1[CH:33]=[CH:32][C:28]([C:29]([OH:31])=O)=[CH:27][CH:26]=1)([O-:24])=[O:23].CCN(C(C)C)C(C)C.[NH:43]1[CH2:48][CH2:47][NH:46][CH2:45][C:44]1=[O:49]. Product: [N+:22]([C:25]1[CH:26]=[CH:27][C:28]([C:29]([N:46]2[CH2:47][CH2:48][NH:43][C:44](=[O:49])[CH2:45]2)=[O:31])=[CH:32][CH:33]=1)([O-:24])=[O:23]. The catalyst class is: 18. (5) Reactant: COC[O:4][C:5]1[C:10]2[C:11]3([CH2:14][O:15][CH2:16][C:9]=2[CH:8]=[CH:7][CH:6]=1)[CH2:13][CH2:12]3.O. Product: [C:11]12([C:10]3=[C:5]([OH:4])[CH:6]=[CH:7][CH:8]=[C:9]3[CH2:16][O:15][CH2:14]1)[CH2:13][CH2:12]2. The catalyst class is: 5. (6) Reactant: C[O:2][C:3]([C:5]1[N:6]([C:16]2[CH:21]=[C:20]([CH3:22])[CH:19]=[CH:18][C:17]=2[N+:23]([O-])=O)[CH:7]=[C:8]([C:10]2[CH:15]=[CH:14][CH:13]=[CH:12][CH:11]=2)[CH:9]=1)=O. Product: [CH3:22][C:20]1[CH:21]=[C:16]2[C:17]([NH:23][C:3](=[O:2])[C:5]3[N:6]2[CH:7]=[C:8]([C:10]2[CH:11]=[CH:12][CH:13]=[CH:14][CH:15]=2)[CH:9]=3)=[CH:18][CH:19]=1. The catalyst class is: 180. (7) Reactant: [CH2:1]([O:8][C:9]1[CH:10]=[CH:11][C:12]2[O:16][C:15]([CH:17]([NH:21][C:22]3[CH:23]=[CH:24][C:25]([C:28]([N:30]([CH3:38])[CH2:31][CH2:32][C:33]([O:35]CC)=[O:34])=[O:29])=[N:26][CH:27]=3)[CH:18]([CH3:20])[CH3:19])=[C:14]([CH3:39])[C:13]=2[CH:40]=1)[C:2]1[CH:7]=[CH:6][CH:5]=[CH:4][CH:3]=1.[OH-].[Na+]. Product: [CH2:1]([O:8][C:9]1[CH:10]=[CH:11][C:12]2[O:16][C:15]([CH:17]([NH:21][C:22]3[CH:23]=[CH:24][C:25]([C:28]([N:30]([CH3:38])[CH2:31][CH2:32][C:33]([OH:35])=[O:34])=[O:29])=[N:26][CH:27]=3)[CH:18]([CH3:19])[CH3:20])=[C:14]([CH3:39])[C:13]=2[CH:40]=1)[C:2]1[CH:3]=[CH:4][CH:5]=[CH:6][CH:7]=1. The catalyst class is: 8.